Dataset: TCR-epitope binding with 47,182 pairs between 192 epitopes and 23,139 TCRs. Task: Binary Classification. Given a T-cell receptor sequence (or CDR3 region) and an epitope sequence, predict whether binding occurs between them. (1) The epitope is RLRPGGKKR. The TCR CDR3 sequence is CASSLDRAGDTQYF. Result: 1 (the TCR binds to the epitope). (2) The epitope is KLNVGDYFV. The TCR CDR3 sequence is CSGRWGTEAFF. Result: 1 (the TCR binds to the epitope). (3) The epitope is FTISVTTEIL. The TCR CDR3 sequence is CASSDPRVGNQPQHF. Result: 0 (the TCR does not bind to the epitope). (4) The epitope is TFYLTNDVSFL. The TCR CDR3 sequence is CASSDGDGYGYTF. Result: 0 (the TCR does not bind to the epitope). (5) The epitope is GMFNMLSTVLGVS. The TCR CDR3 sequence is CASSWGTGSGNTEAFF. Result: 1 (the TCR binds to the epitope). (6) The epitope is KRWIILGLNK. The TCR CDR3 sequence is CASSQGRRSNEQFF. Result: 1 (the TCR binds to the epitope). (7) The epitope is RPRGEVRFL. The TCR CDR3 sequence is CASSLSDYGYTF. Result: 0 (the TCR does not bind to the epitope). (8) The epitope is FLASKIGRLV. The TCR CDR3 sequence is CSASAADTDTQYF. Result: 0 (the TCR does not bind to the epitope).